From a dataset of Peptide-MHC class I binding affinity with 185,985 pairs from IEDB/IMGT. Regression. Given a peptide amino acid sequence and an MHC pseudo amino acid sequence, predict their binding affinity value. This is MHC class I binding data. (1) The peptide sequence is GEDDDMLPW. The MHC is HLA-B07:02 with pseudo-sequence HLA-B07:02. The binding affinity (normalized) is 0.0847. (2) The MHC is HLA-A25:01 with pseudo-sequence HLA-A25:01. The binding affinity (normalized) is 0.0847. The peptide sequence is VVGADGFGY. (3) The peptide sequence is RPKQRRPQGL. The MHC is HLA-B51:01 with pseudo-sequence HLA-B51:01. The binding affinity (normalized) is 0. (4) The MHC is HLA-B39:01 with pseudo-sequence HLA-B39:01. The peptide sequence is SHSIPNGLL. The binding affinity (normalized) is 0.458. (5) The peptide sequence is GLAGGAATA. The MHC is HLA-A02:12 with pseudo-sequence HLA-A02:12. The binding affinity (normalized) is 0.744.